This data is from M1 muscarinic receptor antagonist screen with 61,756 compounds. The task is: Binary Classification. Given a drug SMILES string, predict its activity (active/inactive) in a high-throughput screening assay against a specified biological target. (1) The drug is Clc1c(CN(Cc2ccccc2)c2ncnc3nc[nH]c23)cccc1. The result is 0 (inactive). (2) The compound is s1c2CCCCc2cc1C(=O)Nc1sc(SCC)nn1. The result is 0 (inactive). (3) The compound is s1c2c([nH]c(=O)n(NC(=O)c3ccccc3)c2=O)cc1. The result is 0 (inactive).